From a dataset of Forward reaction prediction with 1.9M reactions from USPTO patents (1976-2016). Predict the product of the given reaction. (1) Given the reactants [CH3:1][NH:2][C:3](=[C:10]([C:13]#[N:14])[C:11]#[N:12])[C:4]1[CH:9]=[CH:8][CH:7]=[CH:6][CH:5]=1.C(=O)([O-])[O-].[K+].[K+].Br[CH2:22][C:23]([O:25][CH3:26])=[O:24], predict the reaction product. The product is: [NH2:14][C:13]1[C:10]([C:11]#[N:12])=[C:3]([C:4]2[CH:9]=[CH:8][CH:7]=[CH:6][CH:5]=2)[N:2]([CH3:1])[C:22]=1[C:23]([O:25][CH3:26])=[O:24]. (2) Given the reactants C([Li])CCC.[CH3:6][C@@H:7]1[C@H:11]([C:12]2[CH:17]=[CH:16][CH:15]=[CH:14][CH:13]=2)[O:10][C:9](=[O:18])[NH:8]1.[Br:19][CH2:20][C:21](Cl)=[O:22].[Cl-].[NH4+].C(=O)(O)[O-].[Na+], predict the reaction product. The product is: [Br:19][CH2:20][C:21]([N:8]1[C@H:7]([CH3:6])[C@H:11]([C:12]2[CH:17]=[CH:16][CH:15]=[CH:14][CH:13]=2)[O:10][C:9]1=[O:18])=[O:22]. (3) The product is: [O:12]([C:13]1[CH:21]=[C:20]([O:22][CH3:23])[CH:19]=[CH:18][C:14]=1[C:15]([NH:1][C:2]1[S:3][C:4]2[CH:10]=[CH:9][CH:8]=[CH:7][C:5]=2[N:6]=1)=[O:16])[CH3:11]. Given the reactants [NH2:1][C:2]1[S:3][C:4]2[CH:10]=[CH:9][CH:8]=[CH:7][C:5]=2[N:6]=1.[CH3:11][O:12][C:13]1[CH:21]=[C:20]([O:22][CH3:23])[CH:19]=[CH:18][C:14]=1[C:15](Cl)=[O:16].Cl, predict the reaction product. (4) Given the reactants [CH3:1][O:2][CH2:3][C:4]1[CH:9]=[CH:8][CH:7]=[CH:6][C:5]=1[C:10]1[N:15]2[N:16]=[C:17]([NH:19][C:20]3[CH:30]=[CH:29][C:23]4[CH2:24][CH2:25][NH:26][CH2:27][CH2:28][C:22]=4[CH:21]=3)[N:18]=[C:14]2[CH:13]=[CH:12][CH:11]=1.C(=O)([O-])[O-].[K+].[K+].Cl[CH2:38][C:39]([N:41]([CH3:43])[CH3:42])=[O:40].[I-].[Na+], predict the reaction product. The product is: [CH3:1][O:2][CH2:3][C:4]1[CH:9]=[CH:8][CH:7]=[CH:6][C:5]=1[C:10]1[N:15]2[N:16]=[C:17]([NH:19][C:20]3[CH:30]=[CH:29][C:23]4[CH2:24][CH2:25][N:26]([CH2:38][C:39]([N:41]([CH3:43])[CH3:42])=[O:40])[CH2:27][CH2:28][C:22]=4[CH:21]=3)[N:18]=[C:14]2[CH:13]=[CH:12][CH:11]=1. (5) Given the reactants Cl[C:2]1[C:3]2[S:11][C:10]3[CH2:12][CH2:13][CH2:14][CH2:15][C:9]=3[C:4]=2[N:5]=[C:6]([NH2:8])[N:7]=1.C([O-])([O-])=O.[K+].[K+].[CH3:22][N:23]1[CH2:28][CH2:27][NH:26][CH2:25][CH2:24]1, predict the reaction product. The product is: [CH3:22][N:23]1[CH2:28][CH2:27][N:26]([C:2]2[C:3]3[S:11][C:10]4[CH2:12][CH2:13][CH2:14][CH2:15][C:9]=4[C:4]=3[N:5]=[C:6]([NH2:8])[N:7]=2)[CH2:25][CH2:24]1. (6) Given the reactants [Cl:1][C:2]1[C:7]([C:8]([O:10][C:11]2[CH:16]=[CH:15][C:14]([S:17](=[O:21])(=[O:20])[NH:18][CH3:19])=[CH:13][CH:12]=2)=[O:9])=[C:6](Cl)[N:5]=[CH:4][N:3]=1.[NH3:23], predict the reaction product. The product is: [NH2:23][C:6]1[C:7]([C:8]([O:10][C:11]2[CH:16]=[CH:15][C:14]([S:17](=[O:21])(=[O:20])[NH:18][CH3:19])=[CH:13][CH:12]=2)=[O:9])=[C:2]([Cl:1])[N:3]=[CH:4][N:5]=1. (7) Given the reactants C([O:8][C:9]([C@@H:11]1[CH2:15][CH2:14][CH2:13][N:12]1[CH2:16][CH2:17][C:18]([O:20][C:21]([CH3:24])([CH3:23])[CH3:22])=[O:19])=[O:10])C1C=CC=CC=1, predict the reaction product. The product is: [C:21]([O:20][C:18]([CH2:17][CH2:16][N:12]1[CH2:13][CH2:14][CH2:15][C@H:11]1[C:9]([OH:10])=[O:8])=[O:19])([CH3:24])([CH3:22])[CH3:23].